This data is from Forward reaction prediction with 1.9M reactions from USPTO patents (1976-2016). The task is: Predict the product of the given reaction. (1) Given the reactants [K].CC(C)([O-])C.[Cl:7][C:8]1[CH:9]=[C:10]([OH:15])[C:11](=[CH:13][CH:14]=1)[OH:12].ClC1C=C[C:20]([CH2:23][C:24]([O-])=[O:25])=[C:20]([CH2:23][C:24]([O-])=[O:25])C=1.C(OS(C1C=CC=C([N+]([O-])=O)C=1)(=O)=O)[C@@H]1OC1, predict the reaction product. The product is: [Cl:7][C:8]1[CH:14]=[CH:13][C:11]2[O:12][C@@H:23]([CH2:24][OH:25])[CH2:20][O:15][C:10]=2[CH:9]=1. (2) Given the reactants [F:1][C:2]1[CH:10]=[N:9][CH:8]=[CH:7][C:3]=1[C:4]([OH:6])=[O:5].[CH2:11](O)[CH3:12], predict the reaction product. The product is: [F:1][C:2]1[CH:10]=[N:9][CH:8]=[CH:7][C:3]=1[C:4]([O:6][CH2:11][CH3:12])=[O:5].